From a dataset of Full USPTO retrosynthesis dataset with 1.9M reactions from patents (1976-2016). Predict the reactants needed to synthesize the given product. (1) Given the product [C:65]([C:69]1[CH:70]=[C:71]2[C:76](=[C:77]([F:79])[CH:78]=1)[C:75](=[O:80])[N:74]([C:81]1[CH:91]=[CH:90][CH:89]=[C:88]([C:2]3[CH:3]=[C:4]([NH:10][C:11]4[CH:16]=[N:15][C:14]([O:17][CH2:18][CH2:19][N:20]([CH3:22])[CH3:21])=[CH:13][N:12]=4)[C:5](=[O:9])[N:6]([CH3:8])[N:7]=3)[C:82]=1[CH2:83][OH:84])[N:73]=[CH:72]2)([CH3:68])([CH3:66])[CH3:67], predict the reactants needed to synthesize it. The reactants are: Cl[C:2]1[CH:3]=[C:4]([NH:10][C:11]2[CH:16]=[N:15][C:14]([O:17][CH2:18][CH2:19][N:20]([CH3:22])[CH3:21])=[CH:13][N:12]=2)[C:5](=[O:9])[N:6]([CH3:8])[N:7]=1.[O-]P([O-])([O-])=O.[K+].[K+].[K+].CC(C1C=C(C(C)C)C(C2C=CC=CC=2P(C2CCCCC2)C2CCCCC2)=C(C(C)C)C=1)C.[C:65]([C:69]1[CH:70]=[C:71]2[C:76](=[C:77]([F:79])[CH:78]=1)[C:75](=[O:80])[N:74]([C:81]1[CH:91]=[CH:90][CH:89]=[C:88](B3OC(C)(C)C(C)(C)O3)[C:82]=1[CH2:83][O:84]C(=O)C)[N:73]=[CH:72]2)([CH3:68])([CH3:67])[CH3:66].[OH-].[Na+]. (2) Given the product [CH3:27][N:24]1[CH2:25][CH2:26][C:14]2[N:13]([CH2:12][CH:11]([C:8]3[CH:9]=[CH:10][C:5]([C:4]([OH:29])=[O:3])=[CH:6][CH:7]=3)[OH:28])[C:21]3[CH:20]=[CH:19][C:18]([CH3:22])=[CH:17][C:16]=3[C:15]=2[CH2:23]1, predict the reactants needed to synthesize it. The reactants are: C([O:3][C:4](=[O:29])[C:5]1[CH:10]=[CH:9][C:8]([CH:11]([OH:28])[CH2:12][N:13]2[C:21]3[CH:20]=[CH:19][C:18]([CH3:22])=[CH:17][C:16]=3[C:15]3[CH2:23][N:24]([CH3:27])[CH2:25][CH2:26][C:14]2=3)=[CH:7][CH:6]=1)C.[OH-].[Na+]. (3) Given the product [Br:1][C:2]1[CH:10]=[CH:9][C:5]([C:6]([O:8][CH3:12])=[O:7])=[CH:4][C:3]=1[F:11], predict the reactants needed to synthesize it. The reactants are: [Br:1][C:2]1[CH:10]=[CH:9][C:5]([C:6]([OH:8])=[O:7])=[CH:4][C:3]=1[F:11].[CH3:12][Si](C=[N+]=[N-])(C)C. (4) Given the product [OH:6][C:7]1[CH:12]=[CH:11][C:10]([C:17]2[C:18]([C:23]([O:25][CH2:26][CH3:27])=[O:24])=[N:19][O:20][C:21]=2[CH3:22])=[CH:9][CH:8]=1, predict the reactants needed to synthesize it. The reactants are: CN(C=O)C.[OH:6][C:7]1[CH:12]=[CH:11][C:10](B(O)O)=[CH:9][CH:8]=1.I[C:17]1[C:18]([C:23]([O:25][CH2:26][CH3:27])=[O:24])=[N:19][O:20][C:21]=1[CH3:22].C(=O)(O)[O-].[Na+]. (5) Given the product [CH2:1]([N:8]1[C:12]2[CH:13]=[C:14]([NH:29][CH:26]3[CH2:27][CH2:28][O:23][CH2:24][CH2:25]3)[C:15]3[N:16]([C:17]([CH3:20])=[N:18][N:19]=3)[C:11]=2[CH:10]=[C:9]1[CH3:22])[C:2]1[CH:7]=[CH:6][CH:5]=[CH:4][CH:3]=1, predict the reactants needed to synthesize it. The reactants are: [CH2:1]([N:8]1[C:12]2[CH:13]=[C:14](Cl)[C:15]3[N:16]([C:17]([CH3:20])=[N:18][N:19]=3)[C:11]=2[CH:10]=[C:9]1[CH3:22])[C:2]1[CH:7]=[CH:6][CH:5]=[CH:4][CH:3]=1.[O:23]1[CH2:28][CH2:27][CH:26]([NH2:29])[CH2:25][CH2:24]1.CC(C)([O-])C.[Na+].CC1(C)C2C=CC=C(P(C3C=CC=CC=3)C3C=CC=CC=3)C=2OC2C1=CC=CC=2P(C1C=CC=CC=1)C1C=CC=CC=1. (6) The reactants are: [CH2:1]([O:8][C:9]1[CH:14]=[CH:13][N:12]([CH2:15][C:16]2[CH:21]=[CH:20][CH:19]=[C:18]([F:22])[CH:17]=2)[C:11](=[O:23])[C:10]=1I)[C:2]1[CH:7]=[CH:6][CH:5]=[CH:4][CH:3]=1.[CH2:25](OC1C=CN(CC2C=CC=C(F)C=2)C(=O)C=1)[C:26]1C=CC=CC=1.IN1C(=O)CCC1=O. Given the product [CH2:1]([O:8][C:9]1[CH:14]=[CH:13][N:12]([CH2:15][C:16]2[CH:21]=[CH:20][CH:19]=[C:18]([F:22])[CH:17]=2)[C:11](=[O:23])[C:10]=1[C:25]#[CH:26])[C:2]1[CH:7]=[CH:6][CH:5]=[CH:4][CH:3]=1, predict the reactants needed to synthesize it. (7) Given the product [Si:8]([O:15][C:16]1[CH:17]=[C:18]([S:22][C:23]2[CH:28]=[CH:27][N:26]=[C:25]([NH:7][C:4]3[S:5][CH:6]=[C:2]([CH3:1])[N:3]=3)[CH:24]=2)[CH:19]=[CH:20][CH:21]=1)([C:11]([CH3:14])([CH3:13])[CH3:12])([CH3:10])[CH3:9], predict the reactants needed to synthesize it. The reactants are: [CH3:1][C:2]1[N:3]=[C:4]([NH2:7])[S:5][CH:6]=1.[Si:8]([O:15][C:16]1[CH:17]=[C:18]([S:22][C:23]2[CH:28]=[CH:27][N:26]=[C:25](Cl)[CH:24]=2)[CH:19]=[CH:20][CH:21]=1)([C:11]([CH3:14])([CH3:13])[CH3:12])([CH3:10])[CH3:9].P([O-])([O-])([O-])=O.[K+].[K+].[K+].O. (8) Given the product [Cl:44][C:35]1[C:36]([C:40]([F:43])([F:41])[F:42])=[CH:37][CH:38]=[CH:39][C:34]=1[C:32]([N:29]1[CH2:30][CH2:31][C:22]2[C:21]([N:1]3[CH:5]=[CH:4][N:3]=[N:2]3)=[N:26][C:25]([CH3:27])=[N:24][C:23]=2[CH2:28]1)=[O:33], predict the reactants needed to synthesize it. The reactants are: [NH:1]1[CH:5]=[CH:4][N:3]=[N:2]1.N1C=CC=N1.N1C2C(=NC=CC=2)N(O[C:21]2[C:22]3[CH2:31][CH2:30][N:29]([C:32]([C:34]4[CH:39]=[CH:38][CH:37]=[C:36]([C:40]([F:43])([F:42])[F:41])[C:35]=4[Cl:44])=[O:33])[CH2:28][C:23]=3[N:24]=[C:25]([CH3:27])[N:26]=2)N=1.ClC1C2CCN(C(OC(C)(C)C)=O)CC=2N=CN=1. (9) Given the product [C:1]1([CH2:7][C:8]([OH:10])=[O:9])[CH:6]=[CH:5][CH:4]=[CH:3][CH:2]=1, predict the reactants needed to synthesize it. The reactants are: [C:1]1([CH2:7][C:8]([O-:10])=[O:9])[CH:6]=[CH:5][CH:4]=[CH:3][CH:2]=1.[OH-].[Na+].O.Cl.